From a dataset of Full USPTO retrosynthesis dataset with 1.9M reactions from patents (1976-2016). Predict the reactants needed to synthesize the given product. (1) Given the product [C:28]([O:32][C:33]([N:35]1[CH2:41][CH2:40][CH2:39][CH:38]([NH:42][C:19]([C:16]2[S:15][C:11]3[N:12]=[CH:13][N:14]=[C:9]([NH:8][C:5]4[CH:6]=[CH:7][C:2]([F:1])=[CH:3][C:4]=4[O:22][C@H:23]4[CH2:27][CH2:26][O:25][CH2:24]4)[C:10]=3[C:17]=2[CH3:18])=[O:20])[CH2:37][CH2:36]1)=[O:34])([CH3:31])([CH3:29])[CH3:30], predict the reactants needed to synthesize it. The reactants are: [F:1][C:2]1[CH:7]=[CH:6][C:5]([NH:8][C:9]2[C:10]3[C:17]([CH3:18])=[C:16]([C:19](O)=[O:20])[S:15][C:11]=3[N:12]=[CH:13][N:14]=2)=[C:4]([O:22][C@H:23]2[CH2:27][CH2:26][O:25][CH2:24]2)[CH:3]=1.[C:28]([O:32][C:33]([N:35]1[CH2:41][CH2:40][CH2:39][CH:38]([NH2:42])[CH2:37][CH2:36]1)=[O:34])([CH3:31])([CH3:30])[CH3:29]. (2) The reactants are: C[O:2][C:3](=[O:50])[CH2:4][O:5][C:6]1[C:11]([C:12]2[CH:17]=[CH:16][CH:15]=[C:14]([C:18]([F:21])([F:20])[F:19])[CH:13]=2)=[CH:10][C:9]([C:22](=[O:39])[NH:23][CH2:24][C:25]2[CH:30]=[CH:29][CH:28]=[C:27]([O:31][CH2:32][C:33]3[CH:38]=[CH:37][CH:36]=[CH:35][CH:34]=3)[CH:26]=2)=[CH:8][C:7]=1[C:40]1[CH:45]=[CH:44][CH:43]=[C:42]([C:46]([F:49])([F:48])[F:47])[CH:41]=1.[K+].[Br-]. Given the product [CH2:32]([O:31][C:27]1[CH:26]=[C:25]([CH:30]=[CH:29][CH:28]=1)[CH2:24][NH:23][C:22]([C:9]1[CH:10]=[C:11]([C:12]2[CH:17]=[CH:16][CH:15]=[C:14]([C:18]([F:19])([F:20])[F:21])[CH:13]=2)[C:6]([O:5][CH2:4][C:3]([OH:50])=[O:2])=[C:7]([C:40]2[CH:45]=[CH:44][CH:43]=[C:42]([C:46]([F:48])([F:49])[F:47])[CH:41]=2)[CH:8]=1)=[O:39])[C:33]1[CH:38]=[CH:37][CH:36]=[CH:35][CH:34]=1, predict the reactants needed to synthesize it. (3) The reactants are: [CH3:1][O:2][C:3]1[CH:8]=[CH:7][C:6]([CH:9]2[NH:14][CH2:13][CH2:12][N:11]([C:15]([O:17][C:18]([CH3:21])([CH3:20])[CH3:19])=[O:16])[CH2:10]2)=[CH:5][CH:4]=1.C(=O)([O-])[O-].[K+].[K+].Cl[C:29]([O:31][CH2:32][CH3:33])=[O:30]. Given the product [CH3:1][O:2][C:3]1[CH:4]=[CH:5][C:6]([CH:9]2[CH2:10][N:11]([C:15]([O:17][C:18]([CH3:21])([CH3:20])[CH3:19])=[O:16])[CH2:12][CH2:13][N:14]2[C:29]([O:31][CH2:32][CH3:33])=[O:30])=[CH:7][CH:8]=1, predict the reactants needed to synthesize it. (4) Given the product [Cl:1][C:2]1[C:10]([C:11]([C:14]#[N:15])([CH3:13])[CH3:12])=[CH:9][CH:8]=[CH:7][C:3]=1[C:4]([NH:27][C:26]1[CH:28]=[CH:29][C:23]([F:22])=[C:24]([O:30][C:31]2[CH:32]=[CH:33][C:34]([N+:37]([O-:39])=[O:38])=[CH:35][CH:36]=2)[CH:25]=1)=[O:6], predict the reactants needed to synthesize it. The reactants are: [Cl:1][C:2]1[C:10]([C:11]([C:14]#[N:15])([CH3:13])[CH3:12])=[CH:9][CH:8]=[CH:7][C:3]=1[C:4]([OH:6])=O.C(Cl)(=O)C(Cl)=O.[F:22][C:23]1[CH:29]=[CH:28][C:26]([NH2:27])=[CH:25][C:24]=1[O:30][C:31]1[CH:36]=[CH:35][C:34]([N+:37]([O-:39])=[O:38])=[CH:33][CH:32]=1.[OH-].[Na+]. (5) Given the product [CH2:27]([O:26][C:20]1[CH:19]=[C:18]([C@H:12]([N:8]2[C:9](=[O:11])[C:10]3[C:6](=[CH:5][CH:4]=[CH:3][C:2]=3[NH:1][C:32](=[O:33])[CH2:31][O:30][CH3:29])[C:7]2=[O:36])[CH2:13][S:14]([CH3:17])(=[O:15])=[O:16])[CH:23]=[CH:22][C:21]=1[O:24][CH3:25])[CH3:28], predict the reactants needed to synthesize it. The reactants are: [NH2:1][C:2]1[CH:3]=[CH:4][CH:5]=[C:6]2[C:10]=1[C:9](=[O:11])[N:8]([C@@H:12]([C:18]1[CH:23]=[CH:22][C:21]([O:24][CH3:25])=[C:20]([O:26][CH2:27][CH3:28])[CH:19]=1)[CH2:13][S:14]([CH3:17])(=[O:16])=[O:15])[CH2:7]2.[CH3:29][O:30][CH2:31][C:32](Cl)=[O:33].C[OH:36]. (6) The reactants are: Br[CH:2]([CH2:32][CH3:33])[C:3]([NH:5][C@H:6]([C:16]1[C:21]([C:22]2[CH:23]=[CH:24][C:25]([F:31])=[C:26]([CH:30]=2)[C:27]([NH2:29])=[O:28])=[CH:20][CH:19]=[CH:18][N:17]=1)[CH2:7][C:8]1[CH:13]=[C:12]([F:14])[CH:11]=[C:10]([F:15])[CH:9]=1)=[O:4].[F:34][C:35]([F:42])([F:41])[C:36]1[CH:37]=[N:38][NH:39][CH:40]=1. Given the product [F:15][C:10]1[CH:9]=[C:8]([CH2:7][C@@H:6]([C:16]2[C:21]([C:22]3[CH:23]=[CH:24][C:25]([F:31])=[C:26]([CH:30]=3)[C:27]([NH2:29])=[O:28])=[CH:20][CH:19]=[CH:18][N:17]=2)[NH:5][C:3](=[O:4])[CH:2]([N:38]2[CH:37]=[C:36]([C:35]([F:42])([F:41])[F:34])[CH:40]=[N:39]2)[CH2:32][CH3:33])[CH:13]=[C:12]([F:14])[CH:11]=1, predict the reactants needed to synthesize it. (7) Given the product [C:23]([OH:30])(=[O:29])/[CH:24]=[CH:25]/[C:26]([OH:28])=[O:27].[Cl:1][C:2]1[C:3]([F:22])=[C:4]([CH:19]=[CH:20][CH:21]=1)[O:5][C@@H:6]([C:13]1[CH:18]=[CH:17][CH:16]=[CH:15][CH:14]=1)[C@H:7]1[O:12][CH2:11][CH2:10][NH:9][CH2:8]1, predict the reactants needed to synthesize it. The reactants are: [Cl:1][C:2]1[C:3]([F:22])=[C:4]([CH:19]=[CH:20][CH:21]=1)[O:5][C@@H:6]([C:13]1[CH:18]=[CH:17][CH:16]=[CH:15][CH:14]=1)[C@H:7]1[O:12][CH2:11][CH2:10][NH:9][CH2:8]1.[C:23]([OH:30])(=[O:29])/[CH:24]=[CH:25]/[C:26]([OH:28])=[O:27]. (8) Given the product [CH3:48][S:49]([OH:52])(=[O:51])=[O:50].[F:47][CH:2]([F:1])[C:3]1[N:7]([C:8]2[N:13]=[C:12]([N:14]3[CH2:15][CH2:16][N:17]([S:20]([CH2:23][CH2:24][N:25]4[CH2:26][CH2:27][N:28]([S:31]([CH3:34])(=[O:32])=[O:33])[CH2:29][CH2:30]4)(=[O:21])=[O:22])[CH2:18][CH2:19]3)[N:11]=[C:10]([N:35]3[CH2:36][CH2:37][O:38][CH2:39][CH2:40]3)[N:9]=2)[C:6]2[CH:41]=[CH:42][CH:43]=[C:44]([O:45][CH3:46])[C:5]=2[N:4]=1, predict the reactants needed to synthesize it. The reactants are: [F:1][CH:2]([F:47])[C:3]1[N:7]([C:8]2[N:13]=[C:12]([N:14]3[CH2:19][CH2:18][N:17]([S:20]([CH2:23][CH2:24][N:25]4[CH2:30][CH2:29][N:28]([S:31]([CH3:34])(=[O:33])=[O:32])[CH2:27][CH2:26]4)(=[O:22])=[O:21])[CH2:16][CH2:15]3)[N:11]=[C:10]([N:35]3[CH2:40][CH2:39][O:38][CH2:37][CH2:36]3)[N:9]=2)[C:6]2[CH:41]=[CH:42][CH:43]=[C:44]([O:45][CH3:46])[C:5]=2[N:4]=1.[CH3:48][S:49]([OH:52])(=[O:51])=[O:50].